Dataset: Full USPTO retrosynthesis dataset with 1.9M reactions from patents (1976-2016). Task: Predict the reactants needed to synthesize the given product. (1) Given the product [CH2:40]([O:39][C:37]([N:19]1[C:20]2[C:25](=[CH:24][CH:23]=[CH:22][CH:21]=2)[N:16]([CH:13]([C:5]2[CH:6]=[C:7]([C:9]([F:11])([F:12])[F:10])[CH:8]=[C:3]([C:2]([F:1])([F:28])[F:29])[CH:4]=2)[C:14]#[N:15])[CH2:17][CH:18]1[CH2:26][CH3:27])=[O:38])[CH3:41], predict the reactants needed to synthesize it. The reactants are: [F:1][C:2]([F:29])([F:28])[C:3]1[CH:4]=[C:5]([CH:13]([N:16]2[C:25]3[C:20](=[CH:21][CH:22]=[CH:23][CH:24]=3)[NH:19][CH:18]([CH2:26][CH3:27])[CH2:17]2)[C:14]#[N:15])[CH:6]=[C:7]([C:9]([F:12])([F:11])[F:10])[CH:8]=1.N1C=CC=CC=1.Cl[C:37]([O:39][CH2:40][CH3:41])=[O:38]. (2) Given the product [Cl:22][C:19]1[CH:20]=[CH:21][C:16]([C:13]2[CH:14]=[CH:15][C:10]([CH:2]([OH:1])[CH2:3][CH2:4][CH2:5][CH2:6][C:7]([NH2:23])=[O:8])=[CH:11][CH:12]=2)=[CH:17][CH:18]=1, predict the reactants needed to synthesize it. The reactants are: [OH:1][CH:2]([C:10]1[CH:15]=[CH:14][C:13]([C:16]2[CH:21]=[CH:20][C:19]([Cl:22])=[CH:18][CH:17]=2)=[CH:12][CH:11]=1)[CH2:3][CH2:4][CH2:5][CH2:6][C:7](O)=[O:8].[NH3:23].